This data is from Full USPTO retrosynthesis dataset with 1.9M reactions from patents (1976-2016). The task is: Predict the reactants needed to synthesize the given product. (1) Given the product [O:8]([C:20]1[CH:25]=[CH:24][C:23]([F:26])=[CH:22][C:21]=1[CH3:27])[C:5]1[CH:6]=[CH:7][C:2]([F:1])=[CH:3][C:4]=1[CH3:9], predict the reactants needed to synthesize it. The reactants are: [F:1][C:2]1[CH:7]=[CH:6][C:5]([OH:8])=[C:4]([CH3:9])[CH:3]=1.ClC1C=CC(C)=C(O)C=1.Br[C:20]1[CH:25]=[CH:24][C:23]([F:26])=[CH:22][C:21]=1[CH3:27]. (2) Given the product [CH2:8]([O:7][C:3](=[O:6])[CH2:4][CH2:5][N:13]([C:20](=[O:27])[CH2:21][C:22]([O:24][CH2:25][CH3:26])=[O:23])[CH3:10])[CH3:9], predict the reactants needed to synthesize it. The reactants are: CN.[C:3]([O:7][CH2:8][CH3:9])(=[O:6])[CH:4]=[CH2:5].[CH:10]([N:13](C(C)C)CC)(C)C.Cl[C:20](=[O:27])[CH2:21][C:22]([O:24][CH2:25][CH3:26])=[O:23]. (3) Given the product [CH3:37][O:34][C:33](=[O:35])[CH2:32][C:5]1[CH:6]=[C:7]([C:8]2[CH:13]=[CH:12][C:11]([C:14]([F:15])([F:16])[F:17])=[CH:10][C:9]=2[CH2:18][N:19]2[C@@H:23]([CH3:24])[C@@H:22]([C:25]3[CH:30]=[CH:29][CH:28]=[CH:27][CH:26]=3)[O:21][C:20]2=[O:31])[C:2]([OH:1])=[CH:3][CH:4]=1, predict the reactants needed to synthesize it. The reactants are: [OH:1][C:2]1[C:7]([C:8]2[CH:13]=[CH:12][C:11]([C:14]([F:17])([F:16])[F:15])=[CH:10][C:9]=2[CH2:18][N:19]2[C@@H:23]([CH3:24])[C@@H:22]([C:25]3[CH:30]=[CH:29][CH:28]=[CH:27][CH:26]=3)[O:21][C:20]2=[O:31])=[CH:6][C:5]([CH2:32][C:33]([OH:35])=[O:34])=[CH:4][CH:3]=1.Cl.[CH3:37]O. (4) Given the product [Br:1][C:5]1[C:6]2[C:7](=[N:8][CH:9]=[CH:10][CH:11]=2)[NH:3][N:4]=1, predict the reactants needed to synthesize it. The reactants are: [Br:1]Br.[NH:3]1[C:7]2=[N:8][CH:9]=[CH:10][CH:11]=[C:6]2[CH:5]=[N:4]1. (5) Given the product [F:22][C:6]1[C:7]([OH:14])=[CH:8][CH:9]=[C:10]2[C:5]=1[CH:4]=[C:1]([CH3:2])[NH:11]2, predict the reactants needed to synthesize it. The reactants are: [C:1]([CH2:4][C:5]1[C:6]([F:22])=[C:7]([O:14]CC2C=CC=CC=2)[CH:8]=[CH:9][C:10]=1[N+:11]([O-])=O)(=O)[CH3:2]. (6) Given the product [CH3:8][C:7]1[CH:6]=[CH:5][C:4]([NH:9][C:10](=[O:19])[O:11][CH2:12][C:13]2[CH:14]=[CH:15][CH:16]=[CH:17][CH:18]=2)=[CH:3][C:2]=1[O:1][C:27]1[CH:32]=[CH:31][C:30]([N+:33]([O-:35])=[O:34])=[CH:29][N:28]=1, predict the reactants needed to synthesize it. The reactants are: [OH:1][C:2]1[CH:3]=[C:4]([NH:9][C:10](=[O:19])[O:11][CH2:12][C:13]2[CH:18]=[CH:17][CH:16]=[CH:15][CH:14]=2)[CH:5]=[CH:6][C:7]=1[CH3:8].C(=O)([O-])[O-].[Cs+].[Cs+].Cl[C:27]1[CH:32]=[CH:31][C:30]([N+:33]([O-:35])=[O:34])=[CH:29][N:28]=1. (7) Given the product [CH3:41][O:40][C:38]1[CH:39]=[C:34]([C:31]2[CH:32]=[CH:33][C:28]([C:23]([C:20]3[N:19]=[CH:18][C:17]([C:14]4[N:13]=[C:12]([CH2:11][OH:10])[O:16][N:15]=4)=[CH:22][CH:21]=3)([CH3:27])[CH:24]([CH3:25])[CH3:26])=[CH:29][CH:30]=2)[CH:35]=[N:36][CH:37]=1, predict the reactants needed to synthesize it. The reactants are: C(=O)([O-])[O-].[K+].[K+].C([O:10][CH2:11][C:12]1[O:16][N:15]=[C:14]([C:17]2[CH:18]=[N:19][C:20]([C:23]([C:28]3[CH:33]=[CH:32][C:31]([C:34]4[CH:35]=[N:36][CH:37]=[C:38]([O:40][CH3:41])[CH:39]=4)=[CH:30][CH:29]=3)([CH3:27])[CH:24]([CH3:26])[CH3:25])=[CH:21][CH:22]=2)[N:13]=1)(=O)C.C(=O)(O)[O-].[Na+]. (8) Given the product [NH2:25][C@H:26]([C:32]([NH:1][C@H:2]([C:7]([NH:9][C@H:10]([C:15]([OH:17])=[O:16])[CH2:11][CH:12]([CH3:14])[CH3:13])=[O:8])[CH2:3][C:4](=[O:6])[NH2:5])=[O:33])[CH2:27][CH2:28][C:29](=[O:30])[OH:31].[CH:18]([S:20]([CH:23]=[CH2:24])(=[O:22])=[O:21])=[CH2:19], predict the reactants needed to synthesize it. The reactants are: [NH2:1][C@H:2]([C:7]([NH:9][C@H:10]([C:15]([OH:17])=[O:16])[CH2:11][CH:12]([CH3:14])[CH3:13])=[O:8])[CH2:3][C:4](=[O:6])[NH2:5].[CH:18]([S:20]([CH:23]=[CH2:24])(=[O:22])=[O:21])=[CH2:19].[NH2:25][C@H:26]([C:32](O)=[O:33])[CH2:27][CH2:28][C:29](=[O:31])[OH:30].N[C@H](C(O)=O)CC(=O)N.